Dataset: Full USPTO retrosynthesis dataset with 1.9M reactions from patents (1976-2016). Task: Predict the reactants needed to synthesize the given product. (1) Given the product [NH2:1][C:2]1[N:7]=[CH:6][C:5]([C:8]2[N:9]=[C:10]([N:27]3[CH2:32][CH2:31][O:30][CH2:29][CH2:28]3)[C:11]3[S:16][C:15]([C:17]4[CH:18]=[C:19]([CH:23]=[CH:24][CH:25]=4)[C:20]([NH:37][CH2:36][CH2:35][N:34]([CH3:38])[CH3:33])=[O:21])=[C:14]([CH3:26])[C:12]=3[N:13]=2)=[CH:4][N:3]=1, predict the reactants needed to synthesize it. The reactants are: [NH2:1][C:2]1[N:7]=[CH:6][C:5]([C:8]2[N:9]=[C:10]([N:27]3[CH2:32][CH2:31][O:30][CH2:29][CH2:28]3)[C:11]3[S:16][C:15]([C:17]4[CH:18]=[C:19]([CH:23]=[CH:24][CH:25]=4)[C:20](O)=[O:21])=[C:14]([CH3:26])[C:12]=3[N:13]=2)=[CH:4][N:3]=1.[CH3:33][N:34]([CH3:38])[CH2:35][CH2:36][NH2:37]. (2) The reactants are: [C:1]1([S:7]([C:10]2[CH:11]=[CH:12][C:13]3[O:22][C:21]4[CH2:20][CH2:19][NH:18][CH2:17][C:16]=4[C:14]=3[CH:15]=2)(=[O:9])=[O:8])[CH:6]=[CH:5][CH:4]=[CH:3][CH:2]=1.[ClH:23]. Given the product [ClH:23].[C:1]1([S:7]([C:10]2[CH:11]=[CH:12][C:13]3[O:22][C:21]4[CH2:20][CH2:19][NH:18][CH2:17][C:16]=4[C:14]=3[CH:15]=2)(=[O:9])=[O:8])[CH:6]=[CH:5][CH:4]=[CH:3][CH:2]=1, predict the reactants needed to synthesize it. (3) Given the product [CH2:21]([O:20][C:18]([NH:1][CH2:2][CH2:3][CH2:4][CH2:5][CH2:6][CH2:7][CH2:8][C:9]([OH:11])=[O:10])=[O:19])[C:22]1[CH:27]=[CH:26][CH:25]=[CH:24][CH:23]=1, predict the reactants needed to synthesize it. The reactants are: [NH2:1][CH2:2][CH2:3][CH2:4][CH2:5][CH2:6][CH2:7][CH2:8][C:9]([OH:11])=[O:10].C([O-])([O-])=O.[K+].[K+].[C:18](Cl)([O:20][CH2:21][C:22]1[CH:27]=[CH:26][CH:25]=[CH:24][CH:23]=1)=[O:19]. (4) Given the product [CH2:12]([O:11][C:9](=[O:10])[CH2:8][C:5]1[CH:6]=[CH:7][C:2]([B:14]2[O:18][C:17]([CH3:20])([CH3:19])[C:16]([CH3:22])([CH3:21])[O:15]2)=[CH:3][CH:4]=1)[CH3:13], predict the reactants needed to synthesize it. The reactants are: Br[C:2]1[CH:7]=[CH:6][C:5]([CH2:8][C:9]([O:11][CH2:12][CH3:13])=[O:10])=[CH:4][CH:3]=1.[B:14]1([B:14]2[O:18][C:17]([CH3:20])([CH3:19])[C:16]([CH3:22])([CH3:21])[O:15]2)[O:18][C:17]([CH3:20])([CH3:19])[C:16]([CH3:22])([CH3:21])[O:15]1.C([O-])(=O)C.[K+]. (5) The reactants are: [NH2:1][C:2]1[CH:7]=[CH:6][C:5]([F:8])=[CH:4][C:3]=1[NH:9][C@H:10]1[CH2:15][CH2:14][CH2:13][N:12]([CH2:16][CH2:17][O:18][C:19](=[O:24])[C:20]([CH3:23])([CH3:22])[CH3:21])[CH2:11]1.[C:25]([O:29][C:30]([NH:32][C@@H:33]([CH3:37])[C:34](O)=[O:35])=[O:31])([CH3:28])([CH3:27])[CH3:26].C1C=NC2N(O)N=NC=2C=1.Cl.CN(C)CCCN=C=NCC. Given the product [C:25]([O:29][C:30]([NH:32][C@@H:33]([CH3:37])[C:34]([NH:1][C:2]1[CH:7]=[CH:6][C:5]([F:8])=[CH:4][C:3]=1[NH:9][C@H:10]1[CH2:15][CH2:14][CH2:13][N:12]([CH2:16][CH2:17][O:18][C:19](=[O:24])[C:20]([CH3:21])([CH3:23])[CH3:22])[CH2:11]1)=[O:35])=[O:31])([CH3:28])([CH3:27])[CH3:26], predict the reactants needed to synthesize it. (6) Given the product [CH2:1]([O:2][C:3](=[O:12])[C:4]1[CH:9]=[CH:8][C:7]([C:10]2[O:11][CH:24]=[N:23][CH:22]=2)=[CH:6][CH:5]=1)[CH3:26], predict the reactants needed to synthesize it. The reactants are: [CH3:1][O:2][C:3](=[O:12])[C:4]1[CH:9]=[CH:8][C:7]([CH:10]=[O:11])=[CH:6][CH:5]=1.C1(C)C(S([CH2:22][N+:23]#[C-:24])(=O)=O)=CC=CC=1.[C:26]([O-])([O-])=O.[K+].[K+]. (7) Given the product [Cl:17][C:18]1[CH:23]=[C:25]([CH:21]=[CH:20][CH:19]=1)[O:28][C:2]1[CH:16]=[CH:15][C:5]2[C:6](=[O:14])[NH:7][C:8]3[C:13]([C:4]=2[CH:3]=1)=[CH:12][CH:11]=[CH:10][N:9]=3, predict the reactants needed to synthesize it. The reactants are: F[C:2]1[CH:16]=[CH:15][C:5]2[C:6](=[O:14])[NH:7][C:8]3[C:13]([C:4]=2[CH:3]=1)=[CH:12][CH:11]=[CH:10][N:9]=3.[Cl:17][C:18]1[CH:23]=C[C:21](O)=[CH:20][CH:19]=1.[C:25](=[O:28])([O-])[O-].[K+].[K+].